From a dataset of Full USPTO retrosynthesis dataset with 1.9M reactions from patents (1976-2016). Predict the reactants needed to synthesize the given product. (1) The reactants are: [CH2:1]([O:8][C:9]1[CH:10]=[CH:11][C:12]([O:18][CH2:19][C@H:20]2[CH2:22][O:21]2)=[C:13](C(=O)C)[CH:14]=1)[C:2]1[CH:7]=[CH:6][CH:5]=[CH:4][CH:3]=1.ClC1C=CC=[C:26]([C:30]([O:32]O)=[O:31])C=1.C([O-])(O)=O.[Na+]. Given the product [CH2:1]([O:8][C:9]1[CH:10]=[CH:11][C:12]([O:18][CH2:19][C@H:20]2[CH2:22][O:21]2)=[C:13]([O:32][C:30](=[O:31])[CH3:26])[CH:14]=1)[C:2]1[CH:3]=[CH:4][CH:5]=[CH:6][CH:7]=1, predict the reactants needed to synthesize it. (2) The reactants are: [Cl:1][C:2]1[CH:6]=[CH:5][N:4]([C:7]2[CH:8]=[N:9][CH:10]=[CH:11][CH:12]=2)[N:3]=1.S(=O)(=O)(O)O.[N+:18]([O-])([OH:20])=[O:19].S(=O)(=O)(O)O.[N+]([O-])(O)=O.[OH-].[Na+]. Given the product [Cl:1][C:2]1[C:6]([N+:18]([O-:20])=[O:19])=[CH:5][N:4]([C:7]2[CH:8]=[N:9][CH:10]=[CH:11][CH:12]=2)[N:3]=1, predict the reactants needed to synthesize it. (3) The reactants are: CCN(CC)CC.[CH:8]([C:11]1[CH:15]=[C:14]([NH:16][C:17](=[O:25])OC2C=CC=CC=2)[N:13]([C:26]2[CH:31]=[CH:30][C:29]([CH3:32])=[CH:28][CH:27]=2)[N:12]=1)([CH3:10])[CH3:9].[Cl:33][C:34]1[C:40]([Cl:41])=[C:39]([O:42][C:43]2[CH:48]=[CH:47][N:46]=[C:45]([Cl:49])[N:44]=2)[CH:38]=[CH:37][C:35]=1[NH2:36]. Given the product [Cl:33][C:34]1[C:40]([Cl:41])=[C:39]([O:42][C:43]2[CH:48]=[CH:47][N:46]=[C:45]([Cl:49])[N:44]=2)[CH:38]=[CH:37][C:35]=1[NH:36][C:17]([NH:16][C:14]1[N:13]([C:26]2[CH:27]=[CH:28][C:29]([CH3:32])=[CH:30][CH:31]=2)[N:12]=[C:11]([CH:8]([CH3:9])[CH3:10])[CH:15]=1)=[O:25], predict the reactants needed to synthesize it.